The task is: Predict which catalyst facilitates the given reaction.. This data is from Catalyst prediction with 721,799 reactions and 888 catalyst types from USPTO. Reactant: [OH:1][C:2]1[CH:33]=[CH:32][C:5]([C:6]([NH:8][CH2:9][CH2:10][NH:11][C:12]([C:14]2[CH:31]=[CH:30][C:17]([O:18][C@@H:19]3[CH2:24][CH2:23][C@H:22]([C:25]([O:27][CH2:28][CH3:29])=[O:26])[CH2:21][CH2:20]3)=[CH:16][CH:15]=2)=[O:13])=[O:7])=[CH:4][CH:3]=1.CN(C=O)C.C(=O)([O-])[O-].[K+].[K+].[Cl:45][C:46]1[CH:53]=[CH:52][CH:51]=[CH:50][C:47]=1[CH2:48]Br. Product: [Cl:45][C:46]1[CH:53]=[CH:52][CH:51]=[CH:50][C:47]=1[CH2:48][O:1][C:2]1[CH:33]=[CH:32][C:5]([C:6]([NH:8][CH2:9][CH2:10][NH:11][C:12]([C:14]2[CH:15]=[CH:16][C:17]([O:18][C@@H:19]3[CH2:20][CH2:21][C@H:22]([C:25]([O:27][CH2:28][CH3:29])=[O:26])[CH2:23][CH2:24]3)=[CH:30][CH:31]=2)=[O:13])=[O:7])=[CH:4][CH:3]=1. The catalyst class is: 6.